Dataset: B-cell epitopes from IEDB database with 3,159 antigens for binding position prediction. Task: Token-level Classification. Given an antigen amino acid sequence, predict which amino acid positions are active epitope sites capable of antibody binding. Output is a list of indices for active positions. (1) Given the antigen sequence: MIHIFYKTAIFTLSIWTTLLYSNKNLKCNFYYNNNNLSTYVIKHNRFLSEYQSNFLGGGYSAALKLVNSKKSGTNVNTKYNSENTNTNNNIPESSSTYTNTRLAANNSTTTSTTKVTDNNKTNIKLTGNNSTTINTNSTENTSATKKVTENVITNQILTGNNNTTTNTSTTEHNNNINTNTNSTENTSATKKVTENVITNQILTGNNNTTTNTSTTEHNNNINTNTNSTDNSNTNTNLTDNTSTTKKLTDNINTTQNLTTSTNTTTVSTDNNNINTKPIDNNNTDIKSTDNYNTGTKETDNKNTDIKATDNNNITTTTDNTNTNVISTDNSKTNVISTDNSKTNTISTDNDNADTILTDNDNNTDIILTDNNNTDTISTDNDNADTKATDNNNNTNTKATDNNNTKIISPDNNNTKTTSTDNNNNTNTKATDNNNTKTISTDNNNTKTISTDNNNTKTISTDNNNTKTISNDNNNTNTISTDNNNNNTNQYVFANNYNET..., which amino acid positions are active epitope sites? The epitope positions are: [520, 521, 522, 523, 524, 525, 526, 527, 528, 529, 530, 531, 532, 533, 534, 535, 536, 537, 538, 539]. The amino acids at these positions are: KSMINAYLDKLDLETVRKIH. (2) Given the antigen sequence: TTATGESADPVTTTVENYGGETQVQRRHHTDVAFVLDRFVKVTVSGNQHTLDVMQAHKDNIVGALLRAATYXFSDLEIAVTHTGKLTWVPNGAPVSALDNTTNPTAYHKGPLTRLALPXTAPHRVLATAYTGTTTYTASTRGDLAHLTATHARHLPTSFNFGAVKAETITELLVRMKRAELYCPRPILPIQXTGDRHKQPLVAPAKXLL, which amino acid positions are active epitope sites? The epitope positions are: [135, 136, 137, 138, 139, 140, 141, 142, 143, 144, 145, 146, 147, 148, 149]. The amino acids at these positions are: YTASTRGDLAHLTAT. (3) Given the antigen sequence: MARAVGIDLGTTNSVVSVLEGGDPVVVANSEGSRTTPSIVAFARNGEVLVGQPAKNQAVTNVDRTVRSVKRHMGSDWSIEIDGKKYTAPEISARILMKLKRDAEAYLGEDITDAVITTPAYFNDAQRQATKDAGQIAGLNVLRIVNEPTAAAPGYGLDKGEKEQRILVFDLGGGTFDVSLLEIGEGVVEVRATSGDNHLGGDDWDQRVVDWLVDKFKGTSGIDLTKDKMAMQRLREAAEKAKIELSSSQSTSINLPYITVDADKNPLFLDEQLTRAEFQRITQDLLDRTRKPFQSVIADTGISVSEIDHVVLVGGSTRMPAVTDLVKELTGGKEPNKGVNPDEVVAVGAALQAGVLKGEVKDVLLLDVTPLSLGIETKGGVMTRLIERNTTIPTKRSETFTTADDNQPSVQIQVYQGEREIAAHNKLLGSFELTGIPPAPRGIPQIEVTFDIDANGIVHVTAKDKGTGKENTIRIQEGSGLSKEDIDRMIKDAEAHAEED..., which amino acid positions are active epitope sites? The epitope positions are: [600, 601, 602, 603, 604, 605, 606, 607]. The amino acids at these positions are: AGRCPPRL.